Task: Predict the reaction yield, written as a fraction of the theoretical maximum amount of product (1.0 means a 100% yield; for example, 0.34 means a 34% yield).. Dataset: Reaction yield outcomes from USPTO patents with 853,638 reactions The reactants are Cl[C:2]1[C:3]([C:9]([NH2:11])=[O:10])=[N:4][CH:5]=[C:6](Cl)[N:7]=1.[C@H:12]12[CH2:18][C@H:15]([NH:16][CH2:17]1)[CH2:14][N:13]2[C:19]([O:21]C(C)(C)C)=O.[O:26]([C:33]1[CH:38]=[CH:37][C:36]([OH:39])=[CH:35][CH:34]=1)[C:27]1[CH:32]=[CH:31][CH:30]=[CH:29][CH:28]=1.[C:40](O)(=O)[CH:41]=C. No catalyst specified. The product is [C:19]([N:13]1[CH2:14][C@@H:15]2[CH2:18][C@H:12]1[CH2:17][N:16]2[C:6]1[N:7]=[C:2]([O:39][C:36]2[CH:35]=[CH:34][C:33]([O:26][C:27]3[CH:32]=[CH:31][CH:30]=[CH:29][CH:28]=3)=[CH:38][CH:37]=2)[C:3]([C:9]([NH2:11])=[O:10])=[N:4][CH:5]=1)(=[O:21])[CH:40]=[CH2:41]. The yield is 0.250.